Dataset: Reaction yield outcomes from USPTO patents with 853,638 reactions. Task: Predict the reaction yield, written as a fraction of the theoretical maximum amount of product (1.0 means a 100% yield; for example, 0.34 means a 34% yield). (1) The reactants are [Cl:1][C:2]1[CH:3]=[CH:4][C:5]([N:15]2[CH:19]=[C:18]([C:20]([F:23])([F:22])[F:21])[N:17]=[N:16]2)=[C:6]([C:8]2[N:13]=[CH:12][N:11]=[C:10]([OH:14])[CH:9]=2)[CH:7]=1.CN(C([O:31]N1N=NC2C=CC=NC1=2)=[N+](C)C)C.F[P-](F)(F)(F)(F)F.C1CCN2C(=NCCC2)CC1.N[C@@H:60]1[C:76]2[CH:77]=[C:72]([CH:73]=[CH:74][N:75]=2)[C:71]2[N:70]([CH3:78])[N:69]=[CH:68][C:67]=2[NH:66][C:65](=[O:79])[C@H:64]([CH3:80])[CH2:63][CH2:62][CH2:61]1.CN([CH:84]=[O:85])C. The catalyst is C(#N)C. The product is [F:21][C:20]([F:23])([F:22])[C:84]([OH:85])=[O:31].[Cl:1][C:2]1[CH:3]=[CH:4][C:5]([N:15]2[CH:19]=[C:18]([C:20]([F:21])([F:23])[F:22])[N:17]=[N:16]2)=[C:6]([C:8]2[N:13]=[CH:12][N:11]([C@@H:60]3[C:76]4[CH:77]=[C:72]([CH:73]=[CH:74][N:75]=4)[C:71]4[N:70]([CH3:78])[N:69]=[CH:68][C:67]=4[NH:66][C:65](=[O:79])[C@H:64]([CH3:80])[CH2:63][CH2:62][CH2:61]3)[C:10](=[O:14])[CH:9]=2)[CH:7]=1. The yield is 0.531. (2) The yield is 0.440. The product is [Cl:1][C:2]1[O:6][C:5]([CH2:7][C:8]2[CH:15]=[CH:14][C:11]([CH2:12][OH:18])=[CH:10][CH:9]=2)=[CH:4][CH:3]=1. The reactants are [Cl:1][C:2]1[O:6][C:5]([CH2:7][C:8]2[CH:15]=[CH:14][C:11]([CH2:12]N)=[CH:10][CH:9]=2)=[CH:4][CH:3]=1.C(O)(=[O:18])C.N([O-])=O.[Na+].C(=O)([O-])[O-].[K+].[K+]. The catalyst is C(OCC)(=O)C.O. (3) The reactants are [NH2:1][C:2]1[NH:6][N:5]=[C:4]([NH:7][C:8]2[CH:13]=[CH:12][CH:11]=[C:10]([Cl:14])[CH:9]=2)[C:3]=1[C:15]([NH2:17])=[O:16].[OH:18][C:19]1[CH:26]=[CH:25][C:22]([CH:23]=O)=[CH:21][CH:20]=1.N1CCCCC1. The catalyst is C(O)C. The product is [Cl:14][C:10]1[CH:9]=[C:8]([NH:7][C:4]2[C:3]([C:15]([NH2:17])=[O:16])=[C:2]([N:1]=[CH:23][C:22]3[CH:25]=[CH:26][C:19]([OH:18])=[CH:20][CH:21]=3)[NH:6][N:5]=2)[CH:13]=[CH:12][CH:11]=1. The yield is 0.650. (4) The reactants are II.[C:3]([O:7][C:8]([NH:10][CH2:11][CH2:12][CH2:13][N:14]([CH3:50])[CH2:15][CH2:16][CH2:17][NH:18][C:19]1[C:31]2[C:30]3[C:25](=[CH:26][C:27]([C:32]([O:34][CH3:35])=[O:33])=[CH:28][CH:29]=3)[NH:24][C:23]=2[N:22]=[C:21]([CH2:36][C:37]2[CH:42]=[CH:41][CH:40]=[C:39]([C:43]3([C:46]([F:49])([F:48])[F:47])[NH:45][NH:44]3)[CH:38]=2)[N:20]=1)=[O:9])([CH3:6])([CH3:5])[CH3:4].C(N(CC)CC)C. The catalyst is C(Cl)Cl. The product is [C:3]([O:7][C:8]([NH:10][CH2:11][CH2:12][CH2:13][N:14]([CH3:50])[CH2:15][CH2:16][CH2:17][NH:18][C:19]1[C:31]2[C:30]3[C:25](=[CH:26][C:27]([C:32]([O:34][CH3:35])=[O:33])=[CH:28][CH:29]=3)[NH:24][C:23]=2[N:22]=[C:21]([CH2:36][C:37]2[CH:42]=[CH:41][CH:40]=[C:39]([C:43]3([C:46]([F:47])([F:48])[F:49])[N:44]=[N:45]3)[CH:38]=2)[N:20]=1)=[O:9])([CH3:6])([CH3:5])[CH3:4]. The yield is 0.930. (5) The reactants are [CH2:1]1[C:5]2=[C:6]([CH:13]=O)[C:7]3[CH:8]=[CH:9][CH:10]=[N:11][C:12]=3[N:4]2[CH2:3][CH2:2]1.C([O-])(=O)C.[NH4+].[N+:20]([CH2:23][CH3:24])([O-:22])=[O:21]. No catalyst specified. The product is [N+:20]([C:23]([CH3:24])=[CH:13][C:6]1[C:7]2[CH:8]=[CH:9][CH:10]=[N:11][C:12]=2[N:4]2[CH2:3][CH2:2][CH2:1][C:5]=12)([O-:22])=[O:21]. The yield is 0.800.